Dataset: Full USPTO retrosynthesis dataset with 1.9M reactions from patents (1976-2016). Task: Predict the reactants needed to synthesize the given product. Given the product [CH:5]1([N:4]([CH2:8][C:9]2[S:13][CH:12]=[C:11]([C:14]3[CH:15]=[C:16]4[C:20](=[C:21]([C:23]([NH2:25])=[O:24])[CH:22]=3)[NH:19][CH:18]=[C:17]4[CH:26]3[CH2:27][CH2:28][N:29]([S:32]([CH:35]([CH3:36])[CH3:37])(=[O:34])=[O:33])[CH2:30][CH2:31]3)[CH:10]=2)[CH3:39])[CH2:2][CH2:3][CH2:7][CH2:6]1, predict the reactants needed to synthesize it. The reactants are: O[CH2:2][C@H:3]1[CH2:7][CH2:6][CH2:5][N:4]1[CH2:8][C:9]1[S:13][CH:12]=[C:11]([C:14]2[CH:15]=[C:16]3[C:20](=[C:21]([C:23]([NH2:25])=[O:24])[CH:22]=2)[NH:19][CH:18]=[C:17]3[CH:26]2[CH2:31][CH2:30][N:29]([S:32]([CH:35]([CH3:37])[CH3:36])(=[O:34])=[O:33])[CH2:28][CH2:27]2)[CH:10]=1.N1CCC[C@@H:39]1CO.